Dataset: Full USPTO retrosynthesis dataset with 1.9M reactions from patents (1976-2016). Task: Predict the reactants needed to synthesize the given product. (1) Given the product [C:8]([O:7][C:5](=[O:6])[CH2:4][CH2:3][C@H:2]([N:1]1[C:23](=[O:24])[CH:22]=[CH:21][C:20]1=[O:25])[C:12]([OH:14])=[O:13])([CH3:10])([CH3:11])[CH3:9], predict the reactants needed to synthesize it. The reactants are: [NH2:1][C@H:2]([C:12]([O-:14])=[O:13])[CH2:3][CH2:4][C:5]([O:7][C:8]([CH3:11])([CH3:10])[CH3:9])=[O:6].COC(N1[C:23](=[O:24])[CH:22]=[CH:21][C:20]1=[O:25])=O.Cl. (2) Given the product [F:1][C:2]1[C:3]([F:18])=[C:4]([F:17])[C:5]([F:16])=[C:6]2[C:11]=1[C:10]([F:12])=[C:9]([OH:25])[C:8]([F:14])=[C:7]2[F:15], predict the reactants needed to synthesize it. The reactants are: [F:1][C:2]1[C:3]([F:18])=[C:4]([F:17])[C:5]([F:16])=[C:6]2[C:11]=1[C:10]([F:12])=[C:9](F)[C:8]([F:14])=[C:7]2[F:15].[OH-].[K+].C([OH:25])(C)(C)C.